From a dataset of TCR-epitope binding with 47,182 pairs between 192 epitopes and 23,139 TCRs. Binary Classification. Given a T-cell receptor sequence (or CDR3 region) and an epitope sequence, predict whether binding occurs between them. (1) The epitope is FQPTNGVGY. The TCR CDR3 sequence is CASSILRSADTQYF. Result: 0 (the TCR does not bind to the epitope). (2) The epitope is ISPRTLNAW. The TCR CDR3 sequence is CATSSTPIFSGANVLTF. Result: 0 (the TCR does not bind to the epitope). (3) The epitope is EILDITPCSF. The TCR CDR3 sequence is CATSDLQGGTQYF. Result: 1 (the TCR binds to the epitope). (4) The epitope is FLASKIGRLV. The TCR CDR3 sequence is CASRNNYGTEAFF. Result: 0 (the TCR does not bind to the epitope). (5) The epitope is SFHSLHLLF. The TCR CDR3 sequence is CASSPDRAPEAFF. Result: 1 (the TCR binds to the epitope). (6) The epitope is SSNVANYQK. Result: 0 (the TCR does not bind to the epitope). The TCR CDR3 sequence is CASSEPTSETLVEQYF. (7) The epitope is KRWIILGLNK. The TCR CDR3 sequence is CASSLDGAGRDTEAFF. Result: 0 (the TCR does not bind to the epitope). (8) The epitope is LLDFVRFMGV. The TCR CDR3 sequence is CASSISLAAEQFF. Result: 1 (the TCR binds to the epitope). (9) The epitope is AVFDRKSDAK. The TCR CDR3 sequence is CASSVLTSGGEQFF. Result: 1 (the TCR binds to the epitope). (10) The epitope is LEPLVDLPI. The TCR CDR3 sequence is CASSQGALASSSYNEQFF. Result: 1 (the TCR binds to the epitope).